This data is from Forward reaction prediction with 1.9M reactions from USPTO patents (1976-2016). The task is: Predict the product of the given reaction. (1) Given the reactants [CH3:1][C:2]1[CH:7]=[CH:6][C:5]([O:8][CH2:9][C:10]([F:13])([F:12])[F:11])=[CH:4][N+:3]=1[O-].C(=O)([O-])[O-:16].[K+].[K+].O, predict the reaction product. The product is: [F:11][C:10]([F:13])([F:12])[CH2:9][O:8][C:5]1[CH:6]=[CH:7][C:2]([CH2:1][OH:16])=[N:3][CH:4]=1. (2) Given the reactants O=[CH:2][CH:3]=[CH:4][C:5]1[CH:27]=[CH:26][C:8]([C:9]([NH:11][C:12]2[CH:17]=[CH:16][CH:15]=[CH:14][C:13]=2[NH:18][C:19](=[O:25])[O:20][C:21]([CH3:24])([CH3:23])[CH3:22])=[O:10])=[CH:7][CH:6]=1.[CH:28]1([O:33][C:34]2[CH:35]=[C:36]([CH:38]=[CH:39][C:40]=2[O:41][CH3:42])[NH2:37])[CH2:32][CH2:31][CH2:30][CH2:29]1.C([Sn](Cl)(Cl)CCCC)CCC.C1([SiH3])C=CC=CC=1, predict the reaction product. The product is: [CH:28]1([O:33][C:34]2[CH:35]=[C:36]([NH:37][CH2:2][CH:3]=[CH:4][C:5]3[CH:6]=[CH:7][C:8]([C:9]([NH:11][C:12]4[CH:17]=[CH:16][CH:15]=[CH:14][C:13]=4[NH:18][C:19](=[O:25])[O:20][C:21]([CH3:22])([CH3:24])[CH3:23])=[O:10])=[CH:26][CH:27]=3)[CH:38]=[CH:39][C:40]=2[O:41][CH3:42])[CH2:29][CH2:30][CH2:31][CH2:32]1. (3) Given the reactants Cl.N(CCO)(CCO)CCO.[Mg+2].[Cl-].[Cl-].[P:15]([O:27][CH2:28][C@H:29]1[O:33][C@@H:32]([N:34]2[C:44]3[N:43]=[C:41]([NH2:42])[NH:40][C:38](=[O:39])[C:37]=3[N:36]=[CH:35]2)[C@H:31]([OH:45])[C@@H:30]1[OH:46])([O:18]P(OP(O)(O)=O)(O)=O)(=[O:17])O.O1CCN([N+]2[N-]OC(=N)C=2)CC1.C1N([C@@H]2O[C@H](COP(O)(O)=O)[C@@H](O)[C@H]2O)C2NC(N)=NC(=O)C=2N=1.SC[C@H]([C@@H](CS)O)O, predict the reaction product. The product is: [CH:35]1[N:34]([C@@H:32]2[O:33][C@@H:29]3[CH2:28][O:27][P:15]([OH:18])([O:46][C@H:30]3[C@H:31]2[OH:45])=[O:17])[C:44]2[NH:43][C:41]([NH2:42])=[N:40][C:38](=[O:39])[C:37]=2[N:36]=1. (4) Given the reactants [Cl:1][C:2]1[C:3]([F:13])=[C:4]([I:12])[C:5]([OH:11])=[C:6]([C:8](=[O:10])[CH3:9])[CH:7]=1.I[CH2:15][CH3:16], predict the reaction product. The product is: [Cl:1][C:2]1[C:3]([F:13])=[C:4]([I:12])[C:5]([O:11][CH2:15][CH3:16])=[C:6]([C:8](=[O:10])[CH3:9])[CH:7]=1. (5) Given the reactants [NH2:1][C:2]1[CH:7]=[CH:6][N:5]=[CH:4][C:3]=1[CH3:8].OO.[OH-].[Na+].[BrH:13], predict the reaction product. The product is: [Br:13][C:7]1[CH:6]=[N:5][CH:4]=[C:3]([CH3:8])[C:2]=1[NH2:1]. (6) Given the reactants BrC1C=C[C:12]2[C:11]3[C:6](=CC(Br)=[CH:9][CH:10]=3)[C:5]([CH2:23][CH2:24][CH2:25][CH2:26][CH2:27][CH2:28][Br:29])([CH2:16][CH2:17][CH2:18][CH2:19][CH2:20][CH2:21][Br:22])[C:4]=2C=1.[C:30]([C:34]1[CH:39]=[CH:38][CH:37]=[C:36](C(C)(C)C)[C:35]=1O)([CH3:33])(C)C.[CH2:45](C([Sn])=C(CCCC)CCCC)[CH2:46]CC.[F-].[K+], predict the reaction product. The product is: [Br:22][CH2:21][CH2:20][CH2:19][CH2:18][CH2:17][CH2:16][C:5]1([CH2:23][CH2:24][CH2:25][CH2:26][CH2:27][CH2:28][Br:29])[C:35]2[CH:36]=[C:37]([CH:45]=[CH2:46])[CH:38]=[CH:39][C:34]=2[C:30]2[C:4]1=[CH:12][C:11]([CH:10]=[CH2:9])=[CH:6][CH:33]=2. (7) Given the reactants Cl.[NH2:2][OH:3].N1[CH:9]=[CH:8][CH:7]=[CH:6][CH:5]=1.[C:10](N1C=CN=C1)([N:12]1C=CN=C1)=O.C([N:24]([CH2:27][CH3:28])[CH2:25][CH3:26])C.CN(C)C=[O:32], predict the reaction product. The product is: [C:10]([C:28]1[C:26]2[C:25](=[C:9]([N+:2]([O-:32])=[O:3])[CH:8]=[CH:7][C:6]=2[CH3:5])[NH:24][CH:27]=1)#[N:12].